From a dataset of Forward reaction prediction with 1.9M reactions from USPTO patents (1976-2016). Predict the product of the given reaction. (1) Given the reactants [NH2:1][C:2]1[N:7]=[C:6]([C:8]([F:11])([F:10])[F:9])[CH:5]=[CH:4][N:3]=1.[CH2:12](OC(OCC)CBr)[CH3:13].Br, predict the reaction product. The product is: [F:10][C:8]([F:11])([F:9])[C:6]1[CH:5]=[CH:4][N:3]2[CH:12]=[CH:13][N:1]=[C:2]2[N:7]=1. (2) Given the reactants Br[C:2]1[CH:7]=[CH:6][C:5]([N+:8]([O-:10])=[O:9])=[CH:4][C:3]=1[N:11]([CH2:15][C:16]([CH3:18])=[CH2:17])[C:12](=[O:14])[CH3:13].C([O-])=O.[Na+].CC([O-])=O.[Na+], predict the reaction product. The product is: [CH3:17][C:16]1([CH3:18])[C:2]2[C:3](=[CH:4][C:5]([N+:8]([O-:10])=[O:9])=[CH:6][CH:7]=2)[N:11]([C:12](=[O:14])[CH3:13])[CH2:15]1. (3) The product is: [C:1]([Si:5]([C:35]1[CH:40]=[CH:39][CH:38]=[CH:37][CH:36]=1)([C:29]1[CH:34]=[CH:33][CH:32]=[CH:31][CH:30]=1)[O:6][CH:7]1[CH2:12][CH2:11][CH:10]([CH:13]2[CH2:17][CH2:16][N:15]([CH2:18][C:19]3[C:20]([Cl:27])=[CH:21][C:22]([O:26][S:49]([C:48]([F:61])([F:60])[F:47])(=[O:51])=[O:50])=[CH:23][C:24]=3[Cl:25])[C:14]2=[O:28])[CH2:9][CH2:8]1)([CH3:4])([CH3:2])[CH3:3]. Given the reactants [C:1]([Si:5]([C:35]1[CH:40]=[CH:39][CH:38]=[CH:37][CH:36]=1)([C:29]1[CH:34]=[CH:33][CH:32]=[CH:31][CH:30]=1)[O:6][CH:7]1[CH2:12][CH2:11][CH:10]([CH:13]2[CH2:17][CH2:16][N:15]([CH2:18][C:19]3[C:24]([Cl:25])=[CH:23][C:22]([OH:26])=[CH:21][C:20]=3[Cl:27])[C:14]2=[O:28])[CH2:9][CH2:8]1)([CH3:4])([CH3:3])[CH3:2].N1C=CC=CC=1.[F:47][C:48]([F:61])([F:60])[S:49](O[S:49]([C:48]([F:61])([F:60])[F:47])(=[O:51])=[O:50])(=[O:51])=[O:50], predict the reaction product. (4) Given the reactants Cl[C:2]1[C:3]2[CH:10]=[C:9]([C:11]3[CH:16]=[CH:15][C:14]([N:17]4[CH2:22][CH2:21][O:20][CH2:19][CH2:18]4)=[CH:13][CH:12]=3)[N:8](S(C3C=CC=CC=3)(=O)=O)[C:4]=2[N:5]=[CH:6][N:7]=1.[OH:32][CH:33]1[CH2:36][N:35]([C:37]2[CH:44]=[CH:43][C:42](B3OC(C)(C)C(C)(C)O3)=[CH:41][C:38]=2[C:39]#[N:40])[CH2:34]1.C([O-])([O-])=O.[Cs+].[Cs+], predict the reaction product. The product is: [OH:32][CH:33]1[CH2:34][N:35]([C:37]2[CH:44]=[CH:43][C:42]([C:2]3[C:3]4[CH:10]=[C:9]([C:11]5[CH:12]=[CH:13][C:14]([N:17]6[CH2:22][CH2:21][O:20][CH2:19][CH2:18]6)=[CH:15][CH:16]=5)[NH:8][C:4]=4[N:5]=[CH:6][N:7]=3)=[CH:41][C:38]=2[C:39]#[N:40])[CH2:36]1. (5) Given the reactants [Cl:1][C:2]1[CH:31]=[CH:30][C:5]([C:6]([NH:8][C:9]2[CH:14]=[CH:13][C:12]([N:15]([CH2:23][CH2:24][N:25]3[CH:29]=[CH:28][CH:27]=[N:26]3)C(=O)OC(C)(C)C)=[CH:11][CH:10]=2)=[O:7])=[C:4]([N:32]([CH3:34])[CH3:33])[CH:3]=1.FC(F)(F)C(O)=O, predict the reaction product. The product is: [Cl:1][C:2]1[CH:31]=[CH:30][C:5]([C:6]([NH:8][C:9]2[CH:10]=[CH:11][C:12]([NH:15][CH2:23][CH2:24][N:25]3[CH:29]=[CH:28][CH:27]=[N:26]3)=[CH:13][CH:14]=2)=[O:7])=[C:4]([N:32]([CH3:34])[CH3:33])[CH:3]=1. (6) The product is: [Cl:18][C:3]1[C:2]([F:1])=[CH:7][C:6]([O:8][CH3:9])=[CH:5][C:4]=1[OH:10].[Cl:18][C:7]1[C:6]([O:8][CH3:9])=[CH:5][C:4]([OH:10])=[CH:3][C:2]=1[F:1]. Given the reactants [F:1][C:2]1[CH:3]=[C:4]([OH:10])[CH:5]=[C:6]([O:8][CH3:9])[CH:7]=1.C1C(=O)N([Cl:18])C(=O)C1, predict the reaction product.